From a dataset of Full USPTO retrosynthesis dataset with 1.9M reactions from patents (1976-2016). Predict the reactants needed to synthesize the given product. (1) Given the product [C:1]1([CH2:7][CH2:8][CH2:9][N:10]([CH2:30][CH2:31][CH2:32][C:33]2[CH:38]=[CH:37][CH:36]=[CH:35][CH:34]=2)[C:11]2[CH:16]=[CH:15][C:14]([S:17][C:18]3[CH:23]=[CH:22][C:21]([CH2:24][C:25]([OH:27])=[O:26])=[CH:20][CH:19]=3)=[CH:13][CH:12]=2)[CH:2]=[CH:3][CH:4]=[CH:5][CH:6]=1, predict the reactants needed to synthesize it. The reactants are: [C:1]1([CH2:7][CH2:8][CH2:9][N:10]([CH2:30][CH2:31][CH2:32][C:33]2[CH:38]=[CH:37][CH:36]=[CH:35][CH:34]=2)[C:11]2[CH:16]=[CH:15][C:14]([S:17][C:18]3[CH:23]=[CH:22][C:21]([CH2:24][C:25]([O:27]CC)=[O:26])=[CH:20][CH:19]=3)=[CH:13][CH:12]=2)[CH:6]=[CH:5][CH:4]=[CH:3][CH:2]=1.[OH-].[Na+].O.C(O)C. (2) Given the product [Cl:17][C:10]1[CH:9]=[C:8]([C:18]([N:20]([O:22][CH3:23])[CH3:21])=[O:19])[C:7]([C:28]2[CH:29]=[CH:30][CH:31]=[CH:32][C:27]=2[F:26])=[C:16]2[C:11]=1[CH:12]=[CH:13][CH:14]=[N:15]2, predict the reactants needed to synthesize it. The reactants are: FC(F)(F)S(O[C:7]1[C:8]([C:18]([N:20]([O:22][CH3:23])[CH3:21])=[O:19])=[CH:9][C:10]([Cl:17])=[C:11]2[C:16]=1[N:15]=[CH:14][CH:13]=[CH:12]2)(=O)=O.[F:26][C:27]1[CH:32]=[CH:31][CH:30]=[CH:29][C:28]=1B(O)O.C(=O)([O-])[O-].[Na+].[Na+].O. (3) Given the product [F:1][C:2]1[C:3]([C:18](=[O:20])[CH3:19])=[C:4]2[C:9](=[CH:10][CH:11]=1)[N:8]=[C:7]([CH3:12])[C:6]([NH:13][CH:14]([CH3:16])[CH3:15])=[N:5]2, predict the reactants needed to synthesize it. The reactants are: [F:1][C:2]1[C:3]([C:18](=[O:20])[CH3:19])=[C:4]2[C:9](=[CH:10][CH:11]=1)[N:8]=[C:7]([CH3:12])[C:6]([NH:13][C:14]1(C)[CH2:16][CH2:15]1)=[N:5]2.BrC1C(F)=CC=C2C=1N=C(NC(C)C)C(C)=N2.